From a dataset of Full USPTO retrosynthesis dataset with 1.9M reactions from patents (1976-2016). Predict the reactants needed to synthesize the given product. (1) Given the product [CH3:37][O:36][CH2:35][C:30]1([NH2:39])[NH:29][C:22]2[CH:23]=[N:24][C:25]3[CH:26]=[CH:27][C:18]([O:17][CH2:8][C:9](=[O:10])[N:11]4[CH2:16][CH2:15][S:14][CH2:13][CH2:12]4)=[CH:19][C:20]=3[C:21]=2[N:31]1[CH2:32][CH2:33][CH3:34], predict the reactants needed to synthesize it. The reactants are: C(=O)([O-])[O-].[Cs+].[Cs+].Br[CH2:8][C:9]([N:11]1[CH2:16][CH2:15][S:14][CH2:13][CH2:12]1)=[O:10].[OH:17][C:18]1[CH:27]=[CH:26][C:25]2[N:24]=[C:23](N)[C:22]3[N:29]=[C:30]([CH2:35][O:36][CH3:37])[N:31]([CH2:32][CH2:33][CH3:34])[C:21]=3[C:20]=2[CH:19]=1.C[N:39](C=O)C. (2) Given the product [F:9][C:10]1[CH:15]=[C:14]([F:16])[CH:13]=[CH:12][C:11]=1[N:17]1[C:2](=[O:8])[C:3](=[O:5])[N:20]([CH2:21][C:22]([CH3:24])([CH3:23])[CH3:25])[C:18]1=[S:19], predict the reactants needed to synthesize it. The reactants are: Cl[C:2](=[O:8])[C:3]([O:5]CC)=O.[F:9][C:10]1[CH:15]=[C:14]([F:16])[CH:13]=[CH:12][C:11]=1[NH:17][C:18]([NH:20][CH2:21][C:22]([CH3:25])([CH3:24])[CH3:23])=[S:19]. (3) Given the product [Br:1][C:2]1[CH:3]=[CH:4][C:5]([O:36][CH3:37])=[C:6]([S:8]([N:11]([CH2:44][C:45]2[CH:50]=[CH:49][CH:48]=[CH:47][CH:46]=2)[C@H:12]2[CH2:16][N:15]([C:17]([O:19][C:20]([CH3:21])([CH3:22])[CH3:23])=[O:18])[C@@H:14]([CH2:24][N:25]3[C:33](=[O:34])[C:32]4[C:27](=[CH:28][CH:29]=[CH:30][CH:31]=4)[C:26]3=[O:35])[CH2:13]2)(=[O:9])=[O:10])[CH:7]=1, predict the reactants needed to synthesize it. The reactants are: [Br:1][C:2]1[CH:3]=[CH:4][C:5]([O:36][CH3:37])=[C:6]([S:8]([NH:11][C@H:12]2[CH2:16][N:15]([C:17]([O:19][C:20]([CH3:23])([CH3:22])[CH3:21])=[O:18])[C@@H:14]([CH2:24][N:25]3[C:33](=[O:34])[C:32]4[C:27](=[CH:28][CH:29]=[CH:30][CH:31]=4)[C:26]3=[O:35])[CH2:13]2)(=[O:10])=[O:9])[CH:7]=1.C(=O)([O-])[O-].[Cs+].[Cs+].[CH2:44](Br)[C:45]1[CH:50]=[CH:49][CH:48]=[CH:47][CH:46]=1. (4) Given the product [CH3:31][C:30]1[C:25]([N:22]2[CH2:23][CH2:24][N:19]([C:17]([C:13]3[C:14]([F:16])=[CH:15][C:10]([N:7]4[C@@H:3]([CH2:2][OH:1])[CH2:4][CH2:5][C:6]4=[O:8])=[CH:11][C:12]=3[F:33])=[O:18])[CH2:20][CH2:21]2)=[N:26][CH:27]=[C:28]([CH3:32])[CH:29]=1, predict the reactants needed to synthesize it. The reactants are: [OH:1][CH2:2][C@@H:3]1[NH:7][C:6](=[O:8])[CH2:5][CH2:4]1.Br[C:10]1[CH:15]=[C:14]([F:16])[C:13]([C:17]([N:19]2[CH2:24][CH2:23][N:22]([C:25]3[C:30]([CH3:31])=[CH:29][C:28]([CH3:32])=[CH:27][N:26]=3)[CH2:21][CH2:20]2)=[O:18])=[C:12]([F:33])[CH:11]=1. (5) Given the product [O:25]1[CH2:22][C@H:23]1[CH2:24][O:14][C:4]1[C:5]2[C:6]3[C:11](=[CH:10][CH:9]=[CH:8][CH:7]=3)[NH:12][C:13]=2[CH:1]=[CH:2][CH:3]=1, predict the reactants needed to synthesize it. The reactants are: [CH:1]1[C:13]2[NH:12][C:11]3[C:6](=[CH:7][CH:8]=[CH:9][CH:10]=3)[C:5]=2[C:4]([OH:14])=[CH:3][CH:2]=1.C(=O)([O-])[O-].[K+].[K+].C[C:22](=[O:25])[CH2:23][CH3:24].